From a dataset of Reaction yield outcomes from USPTO patents with 853,638 reactions. Predict the reaction yield, written as a fraction of the theoretical maximum amount of product (1.0 means a 100% yield; for example, 0.34 means a 34% yield). (1) The reactants are [CH3:1][C:2]1[C:3](=[O:9])[NH:4][C:5](=[O:8])[NH:6][CH:7]=1.[CH3:10][Si](N[Si](C)(C)C)(C)C.Cl[Si](C)(C)C.CI. The catalyst is C(O)(=O)C. The product is [CH3:10][N:6]1[CH:7]=[C:2]([CH3:1])[C:3](=[O:9])[NH:4][C:5]1=[O:8]. The yield is 0.670. (2) No catalyst specified. The yield is 0.160. The product is [NH2:16][C:4]1[N:3]=[C:2]([NH:17][C:18]2[CH:19]=[CH:20][C:21]([CH2:24][CH2:25][CH2:26][CH2:27][OH:28])=[CH:22][CH:23]=2)[CH:7]=[C:6]([C:8]2[CH:13]=[C:12]([Br:14])[CH:11]=[CH:10][C:9]=2[CH3:15])[N:5]=1. The reactants are Cl[C:2]1[CH:7]=[C:6]([C:8]2[CH:13]=[C:12]([Br:14])[CH:11]=[CH:10][C:9]=2[CH3:15])[N:5]=[C:4]([NH2:16])[N:3]=1.[NH2:17][C:18]1[CH:23]=[CH:22][C:21]([CH2:24][CH2:25][CH2:26][CH2:27][OH:28])=[CH:20][CH:19]=1. (3) The reactants are Br[C:2]1[CH:3]=[C:4]2[C:9](=[C:10]([CH:12]([CH3:14])[CH3:13])[CH:11]=1)[O:8][C:7]([CH2:17][CH3:18])([CH2:15][CH3:16])[CH2:6][C:5]2([CH3:20])[CH3:19].C(N(CC)CC)C.O1CCCC1.[CH3:33][Si:34]([C:37]#[CH:38])([CH3:36])[CH3:35]. The catalyst is CCCCCC.[Cu]I.Cl[Pd](Cl)([P](C1C=CC=CC=1)(C1C=CC=CC=1)C1C=CC=CC=1)[P](C1C=CC=CC=1)(C1C=CC=CC=1)C1C=CC=CC=1.C(OCC)(=O)C. The product is [CH2:15]([C:7]1([CH2:17][CH3:18])[CH2:6][C:5]([CH3:20])([CH3:19])[C:4]2[C:9](=[C:10]([CH:12]([CH3:14])[CH3:13])[CH:11]=[C:2]([C:38]#[C:37][Si:34]([CH3:36])([CH3:35])[CH3:33])[CH:3]=2)[O:8]1)[CH3:16]. The yield is 0.790. (4) The reactants are Br[C:2]1[CH:3]=[C:4]([O:8][CH:9]([CH3:11])[CH3:10])[CH:5]=[N:6][CH:7]=1.[CH3:12][C@@H:13]([OH:17])[CH2:14][CH:15]=[CH2:16].C(N(CC)CC)C.C(#N)C. The catalyst is O.C([O-])(=O)C.[Pd+2].C([O-])(=O)C.C1(C)C=CC=CC=1P(C1C=CC=CC=1C)C1C=CC=CC=1C. The product is [CH:9]([O:8][C:4]1[CH:3]=[C:2](/[CH:16]=[CH:15]/[CH2:14][C@H:13]([OH:17])[CH3:12])[CH:7]=[N:6][CH:5]=1)([CH3:11])[CH3:10]. The yield is 0.850. (5) The reactants are F[C:2]1[CH:9]=[CH:8][CH:7]=[C:6]([C:10]([F:13])([F:12])[F:11])[C:3]=1[C:4]#[N:5].[CH3:14][O:15][C:16]1[CH:23]=[CH:22][C:19]([CH2:20][NH2:21])=[CH:18][CH:17]=1. The catalyst is O1CCOCC1. The product is [CH3:14][O:15][C:16]1[CH:23]=[CH:22][C:19]([CH2:20][NH:21][C:2]2[CH:9]=[CH:8][CH:7]=[C:6]([C:10]([F:13])([F:12])[F:11])[C:3]=2[C:4]#[N:5])=[CH:18][CH:17]=1. The yield is 0.940. (6) The reactants are [Cl:1][C:2]1[CH:3]=[C:4]([OH:8])[CH:5]=[CH:6][CH:7]=1.[H-].[Na+].[CH2:11]([N:13]([CH2:17][CH3:18])[C:14](Cl)=[O:15])[CH3:12]. The catalyst is O1CCCC1. The product is [CH2:11]([N:13]([CH2:17][CH3:18])[C:14](=[O:15])[O:8][C:4]1[CH:5]=[CH:6][CH:7]=[C:2]([Cl:1])[CH:3]=1)[CH3:12]. The yield is 0.560. (7) The reactants are [F:1][C:2]1[CH:7]=[CH:6][C:5]([CH2:8][C:9]([OH:11])=[O:10])=[CH:4][CH:3]=1.Cl[CH2:13][C:14]([C:16]1[CH:26]=[CH:25][C:19]2[O:20][CH2:21][C:22](=[O:24])[NH:23][C:18]=2[CH:17]=1)=O.C(=O)([O-])[O-].[Cs+].[Cs+].O. The catalyst is CC(C)=O. The product is [F:1][C:2]1[CH:3]=[CH:4][C:5]([C:8]2[C:9](=[O:11])[O:10][CH2:13][C:14]=2[C:16]2[CH:26]=[CH:25][C:19]3[O:20][CH2:21][C:22](=[O:24])[NH:23][C:18]=3[CH:17]=2)=[CH:6][CH:7]=1. The yield is 0.920.